Dataset: Full USPTO retrosynthesis dataset with 1.9M reactions from patents (1976-2016). Task: Predict the reactants needed to synthesize the given product. (1) Given the product [CH3:19][O:18][C:16](=[O:17])[CH:15]([C:2]1[C:7]([S:8][CH3:9])=[C:6]([O:10][CH3:11])[N:5]=[C:4]([O:12][CH3:13])[N:3]=1)[C:14]([O:21][CH3:22])=[O:20], predict the reactants needed to synthesize it. The reactants are: Cl[C:2]1[C:7]([S:8][CH3:9])=[C:6]([O:10][CH3:11])[N:5]=[C:4]([O:12][CH3:13])[N:3]=1.[C:14]([O:21][CH3:22])(=[O:20])[CH2:15][C:16]([O:18][CH3:19])=[O:17].[H-].[Na+]. (2) The reactants are: [F:1][C:2]([F:7])([F:6])[C:3]([NH2:5])=[NH:4].[CH:8](=[C:10]([C:16](OCC)=[O:17])[C:11]([O:13][CH2:14][CH3:15])=[O:12])[CH3:9]. Given the product [CH3:9][C:8]1[N:4]=[C:3]([C:2]([F:7])([F:6])[F:1])[NH:5][C:16](=[O:17])[C:10]=1[C:11]([O:13][CH2:14][CH3:15])=[O:12], predict the reactants needed to synthesize it. (3) Given the product [S:1]1[C:5]([CH2:6][OH:7])=[CH:4][C:3]2[CH:8]=[CH:9][CH:10]=[CH:11][C:2]1=2, predict the reactants needed to synthesize it. The reactants are: [S:1]1[C:5]([CH:6]=[O:7])=[CH:4][C:3]2[CH:8]=[CH:9][CH:10]=[CH:11][C:2]1=2.[BH4-].[Na+]. (4) Given the product [O:17]=[C:16]1[C:15]2[C:10](=[CH:11][CH:12]=[CH:13][CH:14]=2)[C:9](=[O:18])[N:8]1[C:5]1[CH:4]=[CH:3][C:2]([CH3:1])=[CH:7][N+:6]=1[O-:27], predict the reactants needed to synthesize it. The reactants are: [CH3:1][C:2]1[CH:3]=[CH:4][C:5]([N:8]2[C:16](=[O:17])[C:15]3[C:10](=[CH:11][CH:12]=[CH:13][CH:14]=3)[C:9]2=[O:18])=[N:6][CH:7]=1.C1C=C(Cl)C=C(C(OO)=[O:27])C=1. (5) Given the product [OH:31][CH2:30][CH2:29][O:28][C:27]1[CH:26]=[CH:25][C:24]([CH2:23][N:3]2[C:4]3[C:9](=[CH:8][CH:7]=[CH:6][CH:5]=3)[C:10]3([C:22]4[C:13](=[CH:14][C:15]5[O:20][CH2:19][CH2:18][O:17][C:16]=5[CH:21]=4)[O:12][CH2:11]3)[C:2]2=[O:1])=[CH:36][CH:35]=1, predict the reactants needed to synthesize it. The reactants are: [O:1]=[C:2]1[C:10]2([C:22]3[C:13](=[CH:14][C:15]4[O:20][CH2:19][CH2:18][O:17][C:16]=4[CH:21]=3)[O:12][CH2:11]2)[C:9]2[C:4](=[CH:5][CH:6]=[CH:7][CH:8]=2)[N:3]1[CH2:23][C:24]1[CH:36]=[CH:35][C:27]([O:28][CH2:29][C:30](OCC)=[O:31])=[CH:26][CH:25]=1.[BH4-].[Li+].C(O)(=O)CC(CC(O)=O)(C(O)=O)O. (6) Given the product [CH2:1]([O:8][CH2:9][CH2:10][CH2:11][CH2:12][CH2:13][CH2:14][CH2:15][CH2:16][CH2:17][CH2:18][CH2:19][P:20](=[O:21])([OH:27])[OH:24])[C:2]1[CH:3]=[CH:4][CH:5]=[CH:6][CH:7]=1, predict the reactants needed to synthesize it. The reactants are: [CH2:1]([O:8][CH2:9][CH2:10][CH2:11][CH2:12][CH2:13][CH2:14][CH2:15][CH2:16][CH2:17][CH2:18][CH2:19][P:20](=[O:27])([O:24]CC)[O:21]CC)[C:2]1[CH:7]=[CH:6][CH:5]=[CH:4][CH:3]=1.Br[Si](C)(C)C.O. (7) Given the product [F:1][C:2]1[CH:3]=[CH:4][C:5]([C:8]2[O:12][N:11]=[C:10]([C:13]([NH:30][CH2:29][CH2:28][C:27]3[CH:45]=[CH:40][CH:41]=[CH:25][CH:26]=3)=[O:15])[CH:9]=2)=[CH:6][CH:7]=1, predict the reactants needed to synthesize it. The reactants are: [F:1][C:2]1[CH:7]=[CH:6][C:5]([C:8]2[O:12][N:11]=[C:10]([C:13]([OH:15])=O)[CH:9]=2)=[CH:4][CH:3]=1.CN(C(ON1N=N[C:26]2[CH:27]=[CH:28][CH:29]=[N:30][C:25]1=2)=[N+](C)C)C.F[P-](F)(F)(F)(F)F.[C:40]1(C(N)C)[CH:45]=CC=C[CH:41]=1.CCN(C(C)C)C(C)C. (8) Given the product [Cl:16][C:10]1[CH:11]=[C:12]([F:15])[CH:13]=[CH:14][C:9]=1[C:3]1[C:4]([CH3:8])=[N:5][N:6]([CH3:7])[C:2]=1[CH2:21][C:20]1[CH:23]=[CH:24][C:25]([F:27])=[CH:26][C:19]=1[F:18], predict the reactants needed to synthesize it. The reactants are: Br[C:2]1[N:6]([CH3:7])[N:5]=[C:4]([CH3:8])[C:3]=1[C:9]1[CH:14]=[CH:13][C:12]([F:15])=[CH:11][C:10]=1[Cl:16].[Cl-].[F:18][C:19]1[CH:26]=[C:25]([F:27])[CH:24]=[CH:23][C:20]=1[CH2:21][Zn+].Cl.